This data is from Peptide-MHC class II binding affinity with 134,281 pairs from IEDB. The task is: Regression. Given a peptide amino acid sequence and an MHC pseudo amino acid sequence, predict their binding affinity value. This is MHC class II binding data. The peptide sequence is FDHDILPDKFYEEFC. The MHC is DRB3_0101 with pseudo-sequence DRB3_0101. The binding affinity (normalized) is 0.545.